From a dataset of Forward reaction prediction with 1.9M reactions from USPTO patents (1976-2016). Predict the product of the given reaction. (1) Given the reactants [CH3:1][CH:2]1[CH2:11][C:10]2[C:5](=[CH:6][C:7]([C:12]([F:15])([F:14])[F:13])=[CH:8][CH:9]=2)[C:4](=[O:16])[NH:3]1.I[C:18]1[CH:19]=[N:20][CH:21]=[CH:22][C:23]=1[CH3:24].[O-]P([O-])([O-])=O.[K+].[K+].[K+].CN[C@@H]1CCCC[C@H]1NC, predict the reaction product. The product is: [CH3:1][CH:2]1[CH2:11][C:10]2[C:5](=[CH:6][C:7]([C:12]([F:13])([F:15])[F:14])=[CH:8][CH:9]=2)[C:4](=[O:16])[N:3]1[C:18]1[CH:19]=[N:20][CH:21]=[CH:22][C:23]=1[CH3:24]. (2) Given the reactants [F:1][C:2]1[CH:7]=[CH:6][CH:5]=[C:4]([F:8])[C:3]=1[N:9]1[C:14]2[N:15]=[C:16](S(C)(=O)=O)[N:17]=[C:18]([C:19]3[CH:24]=[CH:23][C:22]([F:25])=[CH:21][C:20]=3[CH3:26])[C:13]=2[CH:12]=[CH:11][C:10]1=[O:31].[NH2:32][CH2:33][CH2:34][C:35]#[N:36], predict the reaction product. The product is: [F:1][C:2]1[CH:7]=[CH:6][CH:5]=[C:4]([F:8])[C:3]=1[N:9]1[C:14]2[N:15]=[C:16]([NH:36][CH2:35][CH2:34][C:33]#[N:32])[N:17]=[C:18]([C:19]3[CH:24]=[CH:23][C:22]([F:25])=[CH:21][C:20]=3[CH3:26])[C:13]=2[CH:12]=[CH:11][C:10]1=[O:31].